This data is from Forward reaction prediction with 1.9M reactions from USPTO patents (1976-2016). The task is: Predict the product of the given reaction. (1) Given the reactants [NH2:1][C:2]1[CH:3]=[C:4]([CH:8]=[CH:9][CH:10]=1)[C:5]([OH:7])=[O:6].[Br:11][C:12]1[CH:13]=[C:14]2[C:19](=[CH:20][CH:21]=1)[N:18]=[CH:17][C:16]([C:22]([NH2:24])=[O:23])=[C:15]2Cl, predict the reaction product. The product is: [NH2:24][C:22]([C:16]1[CH:17]=[N:18][C:19]2[C:14]([C:15]=1[NH:1][C:2]1[CH:3]=[C:4]([CH:8]=[CH:9][CH:10]=1)[C:5]([OH:7])=[O:6])=[CH:13][C:12]([Br:11])=[CH:21][CH:20]=2)=[O:23]. (2) The product is: [CH3:1][CH:2]1[CH2:6][C:5]2[C:7]([C:14]([F:17])([F:16])[F:15])=[CH:8][CH:9]=[C:10]([C:11]([NH:28][C:27]3[C:22]([NH:21][CH3:20])=[N:23][CH:24]=[C:25]([C:29]([F:30])([F:31])[F:32])[CH:26]=3)=[O:12])[C:4]=2[S:3]1(=[O:19])=[O:18]. Given the reactants [CH3:1][CH:2]1[CH2:6][C:5]2[C:7]([C:14]([F:17])([F:16])[F:15])=[CH:8][CH:9]=[C:10]([C:11](O)=[O:12])[C:4]=2[S:3]1(=[O:19])=[O:18].[CH3:20][NH:21][C:22]1[C:27]([NH2:28])=[CH:26][C:25]([C:29]([F:32])([F:31])[F:30])=[CH:24][N:23]=1.C(N=C=NCCCN(C)C)C.N1C=CC=CC=1, predict the reaction product. (3) Given the reactants [C:1]([O:5][C:6]([NH:8][CH:9]([CH2:13][C:14]1[NH:15][C:16]([I:20])=[N:17][C:18]=1[I:19])[C:10]([OH:12])=O)=[O:7])([CH3:4])([CH3:3])[CH3:2].[NH:21]1[CH2:28][CH2:27][CH2:26][C@H:22]1[C:23]([NH2:25])=[O:24].C1CCC(N=C=NC2CCCCC2)CC1.C1C=CC2N(O)N=NC=2C=1, predict the reaction product. The product is: [C:1]([O:5][C:6](=[O:7])[NH:8][CH:9]([CH2:13][C:14]1[NH:15][C:16]([I:20])=[N:17][C:18]=1[I:19])[C:10]([N:21]1[CH2:28][CH2:27][CH2:26][CH:22]1[C:23](=[O:24])[NH2:25])=[O:12])([CH3:2])([CH3:3])[CH3:4].